This data is from Catalyst prediction with 721,799 reactions and 888 catalyst types from USPTO. The task is: Predict which catalyst facilitates the given reaction. (1) Reactant: [NH:1]1[CH2:6][CH2:5][CH:4]([CH:7]2[CH2:23][CH2:22][N:10]3[C:11](=[O:21])[CH:12]=[C:13]([C:15]4[CH:20]=[CH:19][N:18]=[CH:17][CH:16]=4)[N:14]=[C:9]3[NH:8]2)[CH2:3][CH2:2]1.C=O.[C:26]([BH3-])#N.[Na+].[OH-].[Na+]. Product: [CH3:26][N:1]1[CH2:6][CH2:5][CH:4]([CH:7]2[CH2:23][CH2:22][N:10]3[C:11](=[O:21])[CH:12]=[C:13]([C:15]4[CH:20]=[CH:19][N:18]=[CH:17][CH:16]=4)[N:14]=[C:9]3[NH:8]2)[CH2:3][CH2:2]1. The catalyst class is: 15. (2) Reactant: [N+:1]([C:4]1[CH:5]=[C:6]([CH:18]=[CH:19][CH:20]=1)[C:7]([NH:9][C:10]1([C:13](OCC)=[O:14])[CH2:12][CH2:11]1)=[O:8])([O-:3])=[O:2].[Li+].[BH4-]. The catalyst class is: 7. Product: [OH:14][CH2:13][C:10]1([NH:9][C:7](=[O:8])[C:6]2[CH:18]=[CH:19][CH:20]=[C:4]([N+:1]([O-:3])=[O:2])[CH:5]=2)[CH2:12][CH2:11]1.